From a dataset of Peptide-MHC class II binding affinity with 134,281 pairs from IEDB. Regression. Given a peptide amino acid sequence and an MHC pseudo amino acid sequence, predict their binding affinity value. This is MHC class II binding data. (1) The peptide sequence is LKSDLLRAGITLVPV. The MHC is DRB4_0101 with pseudo-sequence DRB4_0103. The binding affinity (normalized) is 0.466. (2) The peptide sequence is TKLDSEIKSWLAFAA. The MHC is DRB1_0301 with pseudo-sequence DRB1_0301. The binding affinity (normalized) is 0.101. (3) The peptide sequence is SASVLSFMDKGIPFM. The MHC is DRB4_0103 with pseudo-sequence DRB4_0103. The binding affinity (normalized) is 0.562. (4) The peptide sequence is EKKYFAAEQFEPLAA. The MHC is HLA-DQA10101-DQB10501 with pseudo-sequence HLA-DQA10101-DQB10501. The binding affinity (normalized) is 0.509. (5) The peptide sequence is NANGCEHNSEDKSVE. The MHC is DRB1_0101 with pseudo-sequence DRB1_0101. The binding affinity (normalized) is 0.280. (6) The binding affinity (normalized) is 0.639. The MHC is DRB1_0101 with pseudo-sequence DRB1_0101. The peptide sequence is IMGHVYLQASTGYGL.